Dataset: Forward reaction prediction with 1.9M reactions from USPTO patents (1976-2016). Task: Predict the product of the given reaction. (1) Given the reactants Br[C:2]1[C:3](=[O:15])[C:4]([C:12]([OH:14])=O)=[CH:5][N:6]([CH:9]([CH3:11])C)[C:7]=1[CH3:8].[I:16]C1C(=O)C(C(O)=O)=CN(CCOC)C=1C.Cl.CS(C1C=CC(CN)=CC=1)(=O)=O.[CH3:45][S:46]([C:49]1[CH:50]=[CH:51][C:52]([CH2:55][NH2:56])=[N:53][CH:54]=1)(=[O:48])=[O:47].CN([C:60]([O:64]N1N=NC2C=CC=CC1=2)=[N+](C)C)C.F[P-](F)(F)(F)(F)F.CN(C(ON1N=NC2C=CC=CC1=2)=[N+](C)C)C.[B-](F)(F)(F)F, predict the reaction product. The product is: [CH3:45][S:46]([C:49]1[CH:50]=[CH:51][C:52]([CH2:55][NH:56][C:12]([C:4]2[C:3](=[O:15])[C:2]([I:16])=[C:7]([CH3:8])[N:6]([CH2:9][CH2:11][O:64][CH3:60])[CH:5]=2)=[O:14])=[N:53][CH:54]=1)(=[O:48])=[O:47]. (2) The product is: [Br:1][C:2]1[CH:11]=[C:10]2[C:5]([C:6]([C:21]([NH2:22])=[O:23])=[CH:7][CH2:8][O:9]2)=[CH:4][CH:3]=1. Given the reactants [Br:1][C:2]1[CH:11]=[C:10]2[C:5]([C:6](=O)[CH2:7][CH2:8][O:9]2)=[CH:4][CH:3]=1.[Al+3].[Cl-].[Cl-].[Cl-].[Si]([C:21]#[N:22])(C)(C)C.[OH:23]S(O)(=O)=O, predict the reaction product. (3) Given the reactants C[Si](C)(C)CCOCN(COCC[Si](C)(C)C)C1N2N=CC=C2N=C(C2CCC(CC(OCC)=O)CC2)C=1.[CH3:39][Si:40]([CH3:76])([CH3:75])[CH2:41][CH2:42][O:43][CH2:44][N:45]([CH2:67][O:68][CH2:69][CH2:70][Si:71]([CH3:74])([CH3:73])[CH3:72])[C:46]1[N:51]2[N:52]=[CH:53][CH:54]=[C:50]2[N:49]=[C:48]([CH:55]2[CH2:60][CH2:59][CH2:58][C:57](=[CH:61][C:62]([O:64][CH2:65][CH3:66])=[O:63])[CH2:56]2)[CH:47]=1.C[Si](C)(C)CCOCN(COCC[Si](C)(C)C)C1N2N=CC=C2N=C(C2CCC(=CC(OCC)=O)CC2)C=1, predict the reaction product. The product is: [CH3:74][Si:71]([CH3:72])([CH3:73])[CH2:70][CH2:69][O:68][CH2:67][N:45]([CH2:44][O:43][CH2:42][CH2:41][Si:40]([CH3:76])([CH3:75])[CH3:39])[C:46]1[N:51]2[N:52]=[CH:53][CH:54]=[C:50]2[N:49]=[C:48]([CH:55]2[CH2:60][CH2:59][CH2:58][CH:57]([CH2:61][C:62]([O:64][CH2:65][CH3:66])=[O:63])[CH2:56]2)[CH:47]=1. (4) Given the reactants [NH:1]1[C:5]2[CH:6]=[CH:7][CH:8]=[CH:9][C:4]=2[N:3]=[C:2]1[C:10]1[O:11][C:12]2[CH:18]=[C:17]([Br:19])[CH:16]=[CH:15][C:13]=2[N:14]=1.CC(C)([O-])C.[K+].[CH3:26][Si:27]([CH3:34])([CH3:33])[CH2:28][CH2:29][O:30][CH2:31]Cl, predict the reaction product. The product is: [Br:19][C:17]1[CH:16]=[CH:15][C:13]2[N:14]=[C:10]([C:2]3[N:3]([CH2:31][O:30][CH2:29][CH2:28][Si:27]([CH3:34])([CH3:33])[CH3:26])[C:4]4[CH:9]=[CH:8][CH:7]=[CH:6][C:5]=4[N:1]=3)[O:11][C:12]=2[CH:18]=1. (5) Given the reactants [F:1][C:2]1[CH:9]=[C:8]([C:10]2[CH:15]=[CH:14][N:13]=[C:12]3[NH:16][C:17]([C:19]4[CH:20]=[N:21][N:22]([CH:24]5[CH2:29][CH2:28][O:27][CH2:26][CH2:25]5)[CH:23]=4)=[N:18][C:11]=23)[CH:7]=[CH:6][C:3]=1[CH2:4][NH2:5].[C:30]([C:34]1[O:38][N:37]=[C:36]([C:39](O)=[O:40])[N:35]=1)([CH3:33])([CH3:32])[CH3:31].C(P1(=O)OP(=O)(CCC)OP(=O)(CCC)O1)CC.C(N(C(C)C)C(C)C)C, predict the reaction product. The product is: [F:1][C:2]1[CH:9]=[C:8]([C:10]2[CH:15]=[CH:14][N:13]=[C:12]3[NH:16][C:17]([C:19]4[CH:20]=[N:21][N:22]([CH:24]5[CH2:29][CH2:28][O:27][CH2:26][CH2:25]5)[CH:23]=4)=[N:18][C:11]=23)[CH:7]=[CH:6][C:3]=1[CH2:4][NH:5][C:39]([C:36]1[N:35]=[C:34]([C:30]([CH3:33])([CH3:32])[CH3:31])[O:38][N:37]=1)=[O:40]. (6) Given the reactants [C:1]([O:5][C:6]([N:8]1[CH2:13][CH2:12][N:11]([C:14]([O:16][C:17]([CH3:20])([CH3:19])[CH3:18])=[O:15])[CH2:10][CH:9]1[CH:21]=O)=[O:7])([CH3:4])([CH3:3])[CH3:2].[C:23]([O-])([O-])=O.[K+].[K+].[N+](=C(P(=O)(OC)OC)C(=O)C)=[N-], predict the reaction product. The product is: [C:1]([O:5][C:6]([N:8]1[CH2:13][CH2:12][N:11]([C:14]([O:16][C:17]([CH3:19])([CH3:18])[CH3:20])=[O:15])[CH2:10][CH:9]1[C:21]#[CH:23])=[O:7])([CH3:3])([CH3:2])[CH3:4].